From a dataset of Forward reaction prediction with 1.9M reactions from USPTO patents (1976-2016). Predict the product of the given reaction. (1) Given the reactants [CH3:1][O:2][C:3]1[C:4]([N:13]2[C:22]3[C:17](=[CH:18][C:19]([S:23](OC4C(F)=C(F)C(F)=C(F)C=4F)(=[O:25])=[O:24])=[CH:20][CH:21]=3)[CH:16]=[CH:15][C:14]2=[O:38])=[CH:5][C:6]2[C:11]([CH:12]=1)=[CH:10][CH:9]=[CH:8][CH:7]=2.[NH2:39][C:40]1[CH:44]=[CH:43][O:42][N:41]=1.C1COCC1.C[Si]([N-][Si](C)(C)C)(C)C.[Li+], predict the reaction product. The product is: [O:42]1[CH:43]=[CH:44][C:40]([NH:39][S:23]([C:19]2[CH:18]=[C:17]3[C:22](=[CH:21][CH:20]=2)[N:13]([C:4]2[C:3]([O:2][CH3:1])=[CH:12][C:11]4[C:6](=[CH:7][CH:8]=[CH:9][CH:10]=4)[CH:5]=2)[C:14](=[O:38])[CH:15]=[CH:16]3)(=[O:24])=[O:25])=[N:41]1. (2) Given the reactants [Cl:1][C:2]1[CH:7]=[C:6](I)[CH:5]=[C:4]([Cl:9])[CH:3]=1.[CH3:10][C:11](=[O:14])[C:12]#[CH:13].C(NC(C)C)(C)C, predict the reaction product. The product is: [Cl:1][C:2]1[CH:7]=[C:6]([C:13]#[C:12][C:11](=[O:14])[CH3:10])[CH:5]=[C:4]([Cl:9])[CH:3]=1. (3) Given the reactants [N+:1]([C:4]1[C:5]([NH:10][CH2:11][CH2:12][CH2:13][NH:14]C(=O)OC(C)(C)C)=[N:6][CH:7]=[CH:8][CH:9]=1)([O-:3])=[O:2].[ClH:22].C(OC(C)C)(C)C, predict the reaction product. The product is: [N+:1]([C:4]1[C:5]([NH:10][CH2:11][CH2:12][CH2:13][NH2:14])=[N:6][CH:7]=[CH:8][CH:9]=1)([O-:3])=[O:2].[ClH:22]. (4) Given the reactants [CH2:1]([O:5][CH2:6][CH2:7][O:8][C:9]1[CH:14]=[CH:13][C:12]([C:15]2[CH:16]=[CH:17][C:18]3[N:24]([CH2:25][CH:26]([CH3:28])[CH3:27])[CH2:23][CH2:22][C:21]([C:29]([NH:31][C:32]4[CH:37]=[CH:36][C:35]([S:38][CH2:39][C:40]5[N:41]([CH2:45][CH2:46][CH2:47][CH3:48])[CH:42]=[N:43][CH:44]=5)=[CH:34][CH:33]=4)=[O:30])=[CH:20][C:19]=3[CH:49]=2)=[CH:11][CH:10]=1)[CH2:2][CH2:3][CH3:4].ClC1C=CC=C(C(OO)=[O:58])C=1.S([O-])([O-])(=O)=S.[Na+].[Na+], predict the reaction product. The product is: [CH2:1]([O:5][CH2:6][CH2:7][O:8][C:9]1[CH:10]=[CH:11][C:12]([C:15]2[CH:16]=[CH:17][C:18]3[N:24]([CH2:25][CH:26]([CH3:27])[CH3:28])[CH2:23][CH2:22][C:21]([C:29]([NH:31][C:32]4[CH:33]=[CH:34][C:35]([S:38]([CH2:39][C:40]5[N:41]([CH2:45][CH2:46][CH2:47][CH3:48])[CH:42]=[N:43][CH:44]=5)=[O:58])=[CH:36][CH:37]=4)=[O:30])=[CH:20][C:19]=3[CH:49]=2)=[CH:13][CH:14]=1)[CH2:2][CH2:3][CH3:4]. (5) Given the reactants [CH3:1][NH2:2].[S:3]1[CH:7]=[CH:6][CH:5]=[C:4]1[S:8](Cl)(=[O:10])=[O:9].O, predict the reaction product. The product is: [CH3:1][NH:2][S:8]([C:4]1[S:3][CH:7]=[CH:6][CH:5]=1)(=[O:10])=[O:9]. (6) The product is: [O:36]=[C:37]1[CH2:41][CH2:40][CH2:39][N:38]1[CH2:42][CH2:43][C:22]([N:19]1[CH2:20][CH2:21][C@H:17]([N:14]2[CH2:13][CH2:12][CH:11]([N:3]3[C:4]4[C:9](=[CH:8][CH:7]=[CH:6][CH:5]=4)[CH2:10][C:2]3=[O:1])[CH2:16][CH2:15]2)[CH2:18]1)=[O:24]. Given the reactants [O:1]=[C:2]1[CH2:10][C:9]2[C:4](=[CH:5][CH:6]=[CH:7][CH:8]=2)[N:3]1[CH:11]1[CH2:16][CH2:15][N:14]([C@H:17]2[CH2:21][CH2:20][N:19]([C:22]([O:24]C(C)(C)C)=O)[CH2:18]2)[CH2:13][CH2:12]1.FC(F)(F)C(O)=O.[O:36]=[C:37]1[CH2:41][CH2:40][CH2:39][N:38]1[CH2:42][CH2:43]C(O)=O.CCN(C(C)C)C(C)C.CN(C(ON1N=NC2C=CC=NC1=2)=[N+](C)C)C.F[P-](F)(F)(F)(F)F, predict the reaction product.